From a dataset of Full USPTO retrosynthesis dataset with 1.9M reactions from patents (1976-2016). Predict the reactants needed to synthesize the given product. (1) Given the product [CH3:14][N:13]([CH3:15])[CH2:12][CH2:11][N:1]1[C:10]2[C:5](=[CH:6][CH:7]=[C:8]([N+:21]([O-:23])=[O:22])[CH:9]=2)[CH2:4][CH2:3][CH2:2]1, predict the reactants needed to synthesize it. The reactants are: [N:1]1([CH2:11][CH2:12][N:13]([CH3:15])[CH3:14])[C:10]2[C:5](=[CH:6][CH:7]=[CH:8][CH:9]=2)[CH2:4][CH2:3][CH2:2]1.OS(O)(=O)=O.[N+:21]([O-])([OH:23])=[O:22].[OH-].[Na+]. (2) Given the product [N:1]1[CH:2]=[CH:3][C:4]([C:7]2[N:15]3[C:10]([CH:11]=[CH:12][CH:13]=[CH:14]3)=[CH:9][C:8]=2[CH:16]=[O:17])=[CH:5][CH:6]=1, predict the reactants needed to synthesize it. The reactants are: [N:1]1[CH:6]=[CH:5][C:4]([C:7]2[N:15]3[C:10]([CH:11]=[CH:12][CH:13]=[CH:14]3)=[CH:9][C:8]=2[CH2:16][OH:17])=[CH:3][CH:2]=1. (3) Given the product [CH2:8]([O:10][C:11]([C:13]1[NH:14][C:15]2[C:20]([CH:21]=1)=[C:19]([O:22][C:23]1[CH:24]=[CH:25][C:26]([CH3:29])=[CH:27][CH:28]=1)[CH:18]=[CH:17][CH:16]=2)=[O:12])[CH3:9], predict the reactants needed to synthesize it. The reactants are: N(OC(C)(C)C)=O.[CH2:8]([O:10][C:11]([C:13]1[NH:14][C:15]2[C:20]([CH:21]=1)=[C:19]([O:22][C:23]1[CH:28]=[CH:27][C:26]([CH3:29])=[CH:25][C:24]=1N)[CH:18]=[CH:17][CH:16]=2)=[O:12])[CH3:9]. (4) The reactants are: [F:1][C:2]([F:20])([F:19])[O:3][C:4]1[CH:9]=[CH:8][C:7]([C:10]2[N:14]=[C:13]([C:15]([NH:17][NH2:18])=O)[O:12][N:11]=2)=[CH:6][CH:5]=1.Cl.[C:22](=N)([NH2:24])[CH3:23].[OH-].[Na+].CCOC(C)=O. Given the product [CH3:23][C:22]1[NH:18][N:17]=[C:15]([C:13]2[O:12][N:11]=[C:10]([C:7]3[CH:8]=[CH:9][C:4]([O:3][C:2]([F:20])([F:19])[F:1])=[CH:5][CH:6]=3)[N:14]=2)[N:24]=1, predict the reactants needed to synthesize it. (5) Given the product [CH2:11]([CH:14]1[CH2:19][CH2:18][N:17]([C:2]([O:4][C:5]2[CH:10]=[CH:9][CH:8]=[CH:7][CH:6]=2)=[O:3])[CH2:16][CH2:15]1)[C:12]#[CH:13], predict the reactants needed to synthesize it. The reactants are: Cl[C:2]([O:4][C:5]1[CH:10]=[CH:9][CH:8]=[CH:7][CH:6]=1)=[O:3].[CH2:11]([CH:14]1[CH2:19][CH2:18][N:17](C(OC(C)(C)C)=O)[CH2:16][CH2:15]1)[C:12]#[CH:13]. (6) Given the product [S:7]1[CH:11]=[CH:10][CH:9]=[C:8]1[C:12]1[CH:13]=[CH:14][C:15]2[C:20]3[NH:21][C:22](=[O:26])[N:28]([C:29]4[CH:34]=[CH:33][CH:32]=[C:31]([C:35]([F:38])([F:37])[F:36])[CH:30]=4)[C:27](=[O:39])[C:19]=3[S:18][C:16]=2[N:17]=1, predict the reactants needed to synthesize it. The reactants are: C(=O)([O-])[O-].[Cs+].[Cs+].[S:7]1[CH:11]=[CH:10][CH:9]=[C:8]1[C:12]1[N:17]=[C:16]2[S:18][C:19]([C:27](=[O:39])[NH:28][C:29]3[CH:34]=[CH:33][CH:32]=[C:31]([C:35]([F:38])([F:37])[F:36])[CH:30]=3)=[C:20]([NH:21][C:22](=[O:26])OCCl)[C:15]2=[CH:14][CH:13]=1.